Dataset: Catalyst prediction with 721,799 reactions and 888 catalyst types from USPTO. Task: Predict which catalyst facilitates the given reaction. (1) Reactant: Br[C:2]1[C:3]2[N:4]([N:9]=[CH:10][N:11]=2)[C:5]([Cl:8])=[CH:6][CH:7]=1.[N:12]1([C:18]2[CH:23]=[CH:22][C:21]([NH2:24])=[CH:20][CH:19]=2)[CH2:17][CH2:16][O:15][CH2:14][CH2:13]1.CC(C)([O-])C.[Na+].CC1(C)C2C(=C(P(C3C=CC=CC=3)C3C=CC=CC=3)C=CC=2)OC2C(P(C3C=CC=CC=3)C3C=CC=CC=3)=CC=CC1=2. Product: [Cl:8][C:5]1[N:4]2[N:9]=[CH:10][N:11]=[C:3]2[C:2]([NH:24][C:21]2[CH:20]=[CH:19][C:18]([N:12]3[CH2:17][CH2:16][O:15][CH2:14][CH2:13]3)=[CH:23][CH:22]=2)=[CH:7][CH:6]=1. The catalyst class is: 101. (2) Product: [OH:19][CH:23]([C:22]1[CH:2]=[CH:1][N:4]=[CH:20][CH:21]=1)[C:14]([CH3:16])([CH3:15])[C:13]#[N:17]. The catalyst class is: 81. Reactant: [CH:1]([NH:4]C(C)C)(C)[CH3:2].C([Li])CCC.[C:13](#[N:17])[CH:14]([CH3:16])[CH3:15].O.[O:19]1[CH2:23][CH2:22][CH2:21][CH2:20]1.